This data is from Full USPTO retrosynthesis dataset with 1.9M reactions from patents (1976-2016). The task is: Predict the reactants needed to synthesize the given product. (1) The reactants are: [Cl:1][C:2]1[CH:7]=[CH:6][N:5]=[C:4]2[C:8]([C:11]([NH:13][C@H:14]3[CH2:19][CH2:18][CH2:17][CH2:16][C@@H:15]3[OH:20])=[O:12])=[CH:9][NH:10][C:3]=12.Br[CH2:22][C:23]1[CH:28]=[CH:27][C:26]([F:29])=[CH:25][CH:24]=1.C(=O)([O-])[O-].[Cs+].[Cs+]. Given the product [Cl:1][C:2]1[CH:7]=[CH:6][N:5]=[C:4]2[C:8]([C:11]([NH:13][C@H:14]3[CH2:19][CH2:18][CH2:17][CH2:16][C@@H:15]3[OH:20])=[O:12])=[CH:9][N:10]([CH2:22][C:23]3[CH:28]=[CH:27][C:26]([F:29])=[CH:25][CH:24]=3)[C:3]=12, predict the reactants needed to synthesize it. (2) The reactants are: [F:1][C:2]1[C:7]([F:8])=[CH:6][CH:5]=[CH:4][C:3]=1[C:9]1[CH:14]=[C:13]([O:15][CH2:16][C:17]#[C:18][CH2:19]O)[N:12]=[CH:11][N:10]=1.[F:21]C1(F)N(C)CCN1C.O. Given the product [F:1][C:2]1[C:7]([F:8])=[CH:6][CH:5]=[CH:4][C:3]=1[C:9]1[CH:14]=[C:13]([O:15][CH2:16][C:17]#[C:18][CH2:19][F:21])[N:12]=[CH:11][N:10]=1, predict the reactants needed to synthesize it. (3) The reactants are: [F:1][C:2]1[CH:7]=[CH:6][C:5]([C:8]2[N:12]=[C:11]([S:13][CH3:14])[N:10]([CH2:15][CH2:16][O:17][CH3:18])[C:9]=2[C:19]2[CH:24]=[CH:23][N:22]=[C:21]([NH:25][C:26]([CH:28]3[CH2:33][CH2:32][O:31][CH2:30][CH2:29]3)=[O:27])[CH:20]=2)=[CH:4][CH:3]=1.I([O-])(=O)(=O)=[O:35].[Na+]. Given the product [F:1][C:2]1[CH:7]=[CH:6][C:5]([C:8]2[N:12]=[C:11]([S:13]([CH3:14])=[O:35])[N:10]([CH2:15][CH2:16][O:17][CH3:18])[C:9]=2[C:19]2[CH:24]=[CH:23][N:22]=[C:21]([NH:25][C:26]([CH:28]3[CH2:29][CH2:30][O:31][CH2:32][CH2:33]3)=[O:27])[CH:20]=2)=[CH:4][CH:3]=1, predict the reactants needed to synthesize it. (4) Given the product [CH:1]12[CH2:6][CH2:5][CH:4]([CH2:7][CH2:8]1)[CH2:3][N:2]2[C:9]1[CH:18]=[CH:17][C:16]2[C:11](=[CH:12][CH:13]=[C:14]([NH2:19])[CH:15]=2)[N:10]=1, predict the reactants needed to synthesize it. The reactants are: [CH:1]12[CH2:8][CH2:7][CH:4]([CH2:5][CH2:6]1)[CH2:3][N:2]2[C:9]1[CH:18]=[CH:17][C:16]2[C:11](=[CH:12][CH:13]=[C:14]([N+:19]([O-])=O)[CH:15]=2)[N:10]=1. (5) Given the product [I:63][C:64]1[CH:70]=[CH:69][C:67]([NH:68][C:30]([CH:20]2[NH:19][CH:18]([CH2:33][C:34]([CH3:36])([CH3:35])[CH3:37])[C:17]3([C:12]4[C:13](=[CH:14][C:9]([Cl:8])=[CH:10][CH:11]=4)[NH:15][C:16]3=[O:38])[CH:21]2[C:22]2[CH:27]=[CH:26][CH:25]=[C:24]([Cl:28])[C:23]=2[F:29])=[O:31])=[CH:66][CH:65]=1, predict the reactants needed to synthesize it. The reactants are: FC(F)(F)C(O)=O.[Cl:8][C:9]1[CH:14]=[C:13]2[NH:15][C:16](=[O:38])[C:17]3([CH:21]([C:22]4[CH:27]=[CH:26][CH:25]=[C:24]([Cl:28])[C:23]=4[F:29])[CH:20]([C:30](O)=[O:31])[NH:19][CH:18]3[CH2:33][C:34]([CH3:37])([CH3:36])[CH3:35])[C:12]2=[CH:11][CH:10]=1.C(N(C(C)C)CC)(C)C.C1(P(Cl)(C2C=CC=CC=2)=O)C=CC=CC=1.[I:63][C:64]1[CH:70]=[CH:69][C:67]([NH2:68])=[CH:66][CH:65]=1. (6) Given the product [NH2:19][C:5]1[CH:6]=[CH:7][C:8]([N:10]2[CH2:11][CH:12]3[CH:16]([CH2:15][N:14]([CH3:18])[CH2:13]3)[CH2:17]2)=[CH:9][C:4]=1[C:3]([NH:2][CH3:1])=[O:22], predict the reactants needed to synthesize it. The reactants are: [CH3:1][NH:2][C:3](=[O:22])[C:4]1[CH:9]=[C:8]([N:10]2[CH2:17][CH:16]3[CH:12]([CH2:13][N:14]([CH3:18])[CH2:15]3)[CH2:11]2)[CH:7]=[CH:6][C:5]=1[N+:19]([O-])=O.[H][H]. (7) Given the product [Br:1][C:2]1[CH:11]=[CH:10][C:5]2[N:6]([CH2:13][CH:14]3[CH2:19][CH2:18][N:17]([C:20]([O:22][C:23]([CH3:24])([CH3:26])[CH3:25])=[O:21])[CH2:16][CH2:15]3)[C:7](=[O:9])[S:8][C:4]=2[CH:3]=1, predict the reactants needed to synthesize it. The reactants are: [Br:1][C:2]1[CH:11]=[CH:10][C:5]2[NH:6][C:7](=[O:9])[S:8][C:4]=2[CH:3]=1.O[CH2:13][CH:14]1[CH2:19][CH2:18][N:17]([C:20]([O:22][C:23]([CH3:26])([CH3:25])[CH3:24])=[O:21])[CH2:16][CH2:15]1.C1(P(C2C=CC=CC=2)C2C=CC=CC=2)C=CC=CC=1.N(/C(OC(C)C)=O)=N\C(OC(C)C)=O. (8) Given the product [CH2:1]([O:8][C:9]1[CH:14]=[CH:13][C:12]([CH2:15][C:17]2[CH:22]=[C:21]([C:41]([C@@H:32]3[O:33][C@H:34]4[O:35][C:36]([CH3:40])([CH3:39])[O:37][C@H:38]4[C@@H:31]3[OH:30])=[O:42])[CH:20]=[CH:19][C:18]=2[CH3:24])=[CH:11][CH:10]=1)[C:2]1[CH:7]=[CH:6][CH:5]=[CH:4][CH:3]=1, predict the reactants needed to synthesize it. The reactants are: [CH2:1]([O:8][C:9]1[CH:14]=[CH:13][C:12]([CH:15]([C:17]2[CH:22]=[C:21](Br)[CH:20]=[CH:19][C:18]=2[CH3:24])O)=[CH:11][CH:10]=1)[C:2]1[CH:7]=[CH:6][CH:5]=[CH:4][CH:3]=1.C([Li])CCC.[OH:30][C@H:31]1[C@H:38]2[C@H:34]([O:35][C:36]([CH3:40])([CH3:39])[O:37]2)[O:33][C@H:32]1[C:41](N1CCOCC1)=[O:42].C([Mg]Cl)(C)(C)C.